From a dataset of Full USPTO retrosynthesis dataset with 1.9M reactions from patents (1976-2016). Predict the reactants needed to synthesize the given product. (1) Given the product [N:9]1[C:10]2[C:5](=[CH:4][C:3]([CH:1]=[O:14])=[CH:12][CH:11]=2)[N:6]=[CH:7][CH:8]=1, predict the reactants needed to synthesize it. The reactants are: [CH:1]([C:3]1[CH:4]=[C:5]2[C:10](=[CH:11][CH:12]=1)[N:9]=[CH:8][CH:7]=[N:6]2)=C.I([O-])(=O)(=O)=[O:14].[Na+]. (2) Given the product [F:15][C:16]1[CH:21]=[CH:20][C:19]([C:2]2[CH:3]=[C:4]3[C:9](=[CH:10][CH:11]=2)[NH:8][C:7](=[O:12])[C:6]([O:13][CH3:14])=[CH:5]3)=[CH:18][CH:17]=1, predict the reactants needed to synthesize it. The reactants are: Br[C:2]1[CH:3]=[C:4]2[C:9](=[CH:10][CH:11]=1)[NH:8][C:7](=[O:12])[C:6]([O:13][CH3:14])=[CH:5]2.[F:15][C:16]1[CH:21]=[CH:20][C:19](B(O)O)=[CH:18][CH:17]=1.C([O-])([O-])=O.[Na+].[Na+]. (3) Given the product [CH3:2][C:5]1[N:10]=[C:9]2[C:8]([CH:13]=[CH:12][NH:11]2)=[CH:7][CH:6]=1, predict the reactants needed to synthesize it. The reactants are: [Cl-].[CH3:2][Zn+].Cl[C:5]1[N:10]=[C:9]2[N:11](S(C3C=CC=CC=3)(=O)=O)[CH:12]=[CH:13][C:8]2=[CH:7][CH:6]=1. (4) The reactants are: [C:1]([C:5]1[CH:9]=[C:8]([NH:10][C:11]([NH:13][C:14]2[C:23]3[C:18](=[CH:19][CH:20]=[CH:21][CH:22]=3)[C:17]([O:24][C:25]3[CH:30]=[CH:29][N:28]=[C:27](Cl)[N:26]=3)=[CH:16][CH:15]=2)=[O:12])[N:7]([C:32]2[CH:37]=[CH:36][C:35]([CH3:38])=[CH:34][CH:33]=2)[N:6]=1)([CH3:4])([CH3:3])[CH3:2].[CH:39]1([S:42]([C:45]2[CH:46]=[C:47]([CH:49]=[C:50]([O:52][CH3:53])[CH:51]=2)[NH2:48])(=[O:44])=[O:43])[CH2:41][CH2:40]1.C([O-])(O)=O.[Na+]. Given the product [C:1]([C:5]1[CH:9]=[C:8]([NH:10][C:11]([NH:13][C:14]2[C:23]3[C:18](=[CH:19][CH:20]=[CH:21][CH:22]=3)[C:17]([O:24][C:25]3[CH:30]=[CH:29][N:28]=[C:27]([NH:48][C:47]4[CH:49]=[C:50]([O:52][CH3:53])[CH:51]=[C:45]([S:42]([CH:39]5[CH2:40][CH2:41]5)(=[O:44])=[O:43])[CH:46]=4)[N:26]=3)=[CH:16][CH:15]=2)=[O:12])[N:7]([C:32]2[CH:37]=[CH:36][C:35]([CH3:38])=[CH:34][CH:33]=2)[N:6]=1)([CH3:4])([CH3:3])[CH3:2], predict the reactants needed to synthesize it.